From a dataset of Peptide-MHC class II binding affinity with 134,281 pairs from IEDB. Regression. Given a peptide amino acid sequence and an MHC pseudo amino acid sequence, predict their binding affinity value. This is MHC class II binding data. (1) The peptide sequence is WGAIWRIDTPEVLKG. The MHC is HLA-DQA10101-DQB10501 with pseudo-sequence HLA-DQA10101-DQB10501. The binding affinity (normalized) is 0.482. (2) The peptide sequence is KYFAATQFEPLAARL. The MHC is HLA-DQA10501-DQB10201 with pseudo-sequence HLA-DQA10501-DQB10201. The binding affinity (normalized) is 0.458. (3) The peptide sequence is FLLVTLAILTALRLC. The MHC is DRB1_0101 with pseudo-sequence DRB1_0101. The binding affinity (normalized) is 0.911. (4) The peptide sequence is CDGERPTLAFLQDVMNILLQ. The MHC is HLA-DQA10301-DQB10302 with pseudo-sequence HLA-DQA10301-DQB10302. The binding affinity (normalized) is 0.